Dataset: Forward reaction prediction with 1.9M reactions from USPTO patents (1976-2016). Task: Predict the product of the given reaction. Given the reactants [N:1]1([CH2:6][CH:7]([C:9]2[CH:14]=[CH:13][C:12]([O:15][C:16]([F:19])([F:18])[F:17])=[CH:11][CH:10]=2)[NH2:8])[CH2:5][CH2:4][CH2:3][CH2:2]1.C(N(CC)CC)C.[C:27](O[C:27]([O:29][C:30]([CH3:33])([CH3:32])[CH3:31])=[O:28])([O:29][C:30]([CH3:33])([CH3:32])[CH3:31])=[O:28], predict the reaction product. The product is: [C:30]([O:29][C:27](=[O:28])[NH:8][CH:7]([C:9]1[CH:14]=[CH:13][C:12]([O:15][C:16]([F:17])([F:18])[F:19])=[CH:11][CH:10]=1)[CH2:6][N:1]1[CH2:5][CH2:4][CH2:3][CH2:2]1)([CH3:33])([CH3:32])[CH3:31].